This data is from M1 muscarinic receptor antagonist screen with 61,756 compounds. The task is: Binary Classification. Given a drug SMILES string, predict its activity (active/inactive) in a high-throughput screening assay against a specified biological target. (1) The drug is s1c(NC(=O)CCC(=O)N(CC2OCCC2)CC(=O)NCc2cc3OCOc3cc2)ncc1. The result is 0 (inactive). (2) The drug is Clc1ccc(S(=O)(=O)c2nc(oc2N(C)C)c2cc(OC)c(OC)c(OC)c2)cc1. The result is 0 (inactive). (3) The result is 0 (inactive). The molecule is S(=O)(=O)(N1CCCC1)c1ccc(cc1)C(=O)Nc1scc(n1)c1sccc1. (4) The compound is s1\c(n(c2c1cccc2)C)=N/CC(O)COc1ccccc1. The result is 0 (inactive).